From a dataset of Full USPTO retrosynthesis dataset with 1.9M reactions from patents (1976-2016). Predict the reactants needed to synthesize the given product. (1) Given the product [CH:13]1([C:9]2[CH:8]=[C:7]([C:16]([O:18][CH2:19][CH3:20])=[O:17])[C:6](=[O:21])[N:5]3[C:10]=2[C:11]([CH3:12])=[C:2]([C:26]2[CH:27]=[CH:28][C:23]([F:22])=[CH:24][CH:25]=2)[CH:3]=[CH:4]3)[CH2:15][CH2:14]1, predict the reactants needed to synthesize it. The reactants are: Cl[C:2]1[CH:3]=[CH:4][N:5]2[C:10]([C:11]=1[CH3:12])=[C:9]([CH:13]1[CH2:15][CH2:14]1)[CH:8]=[C:7]([C:16]([O:18][CH2:19][CH3:20])=[O:17])[C:6]2=[O:21].[F:22][C:23]1[CH:28]=[CH:27][C:26](B(O)O)=[CH:25][CH:24]=1.C([O-])([O-])=O.[Na+].[Na+]. (2) Given the product [CH:1]1([S:4]([C:7]2[CH:8]=[CH:9][C:10]([CH:13]([C:21]3[NH:25][C:24]([C:26]4[N:31]=[CH:30][C:29]([CH2:32][N:34]5[CH2:39][CH2:38][O:37][CH2:36][CH2:35]5)=[CH:28][CH:27]=4)=[CH:23][CH:22]=3)[CH2:14][CH:15]3[CH2:20][CH2:19][O:18][CH2:17][CH2:16]3)=[CH:11][CH:12]=2)(=[O:6])=[O:5])[CH2:2][CH2:3]1, predict the reactants needed to synthesize it. The reactants are: [CH:1]1([S:4]([C:7]2[CH:12]=[CH:11][C:10]([CH:13]([C:21]3[NH:25][C:24]([C:26]4[N:31]=[CH:30][C:29]([CH:32]=O)=[CH:28][CH:27]=4)=[CH:23][CH:22]=3)[CH2:14][CH:15]3[CH2:20][CH2:19][O:18][CH2:17][CH2:16]3)=[CH:9][CH:8]=2)(=[O:6])=[O:5])[CH2:3][CH2:2]1.[NH:34]1[CH2:39][CH2:38][O:37][CH2:36][CH2:35]1.C(O[BH-](OC(=O)C)OC(=O)C)(=O)C.[Na+]. (3) Given the product [OH:10][NH:9][C:6]([C:2]1[S:1][CH:5]=[CH:4][N:3]=1)=[NH:7], predict the reactants needed to synthesize it. The reactants are: [S:1]1[CH:5]=[CH:4][N:3]=[C:2]1[C:6]#[N:7].Cl.[NH2:9][OH:10].N1C=CC=CC=1. (4) Given the product [CH3:1][N:2]1[C:10]2[C:9](=[O:11])[NH:8][C:7](=[O:12])[NH:6][C:5]=2[C:4]([CH3:14])=[N:3]1, predict the reactants needed to synthesize it. The reactants are: [CH3:1][N:2]1[C:10]2[C:9](=[O:11])[NH:8][C:7](=[O:12])[NH:6][C:5]=2[CH:4]=[N:3]1.N[C:14]1C(C)=NN(C)C=1C(N)=O. (5) Given the product [OH:1][C:2]1[C:3]([C:8]([O:10][CH3:16])=[O:9])=[N:4][CH:5]=[CH:6][CH:7]=1, predict the reactants needed to synthesize it. The reactants are: [OH:1][C:2]1[C:3]([C:8]([OH:10])=[O:9])=[N:4][CH:5]=[CH:6][CH:7]=1.OS(O)(=O)=O.[C:16]([O-])([O-])=O.[Na+].[Na+].